From a dataset of Reaction yield outcomes from USPTO patents with 853,638 reactions. Predict the reaction yield, written as a fraction of the theoretical maximum amount of product (1.0 means a 100% yield; for example, 0.34 means a 34% yield). (1) The yield is 0.480. The product is [C:1]([O:5][C:6]([N:8]1[CH2:12][CH:11]([C:13]#[N:14])[CH2:10][CH:9]1[C:15]1[NH:16][C:17]([C:20]2[CH:25]=[CH:24][C:23]([B:27]3[O:31][C:30]([CH3:33])([CH3:32])[C:29]([CH3:35])([CH3:34])[O:28]3)=[CH:22][CH:21]=2)=[CH:18][N:19]=1)=[O:7])([CH3:4])([CH3:3])[CH3:2]. The reactants are [C:1]([O:5][C:6]([N:8]1[CH2:12][CH:11]([C:13]#[N:14])[CH2:10][CH:9]1[C:15]1[NH:16][C:17]([C:20]2[CH:25]=[CH:24][C:23](Br)=[CH:22][CH:21]=2)=[CH:18][N:19]=1)=[O:7])([CH3:4])([CH3:3])[CH3:2].[B:27]1([B:27]2[O:31][C:30]([CH3:33])([CH3:32])[C:29]([CH3:35])([CH3:34])[O:28]2)[O:31][C:30]([CH3:33])([CH3:32])[C:29]([CH3:35])([CH3:34])[O:28]1.CC([O-])=O.[K+]. The catalyst is O1CCOCC1.C1C=CC(P(C2C=CC=CC=2)[C-]2C=CC=C2)=CC=1.C1C=CC(P(C2C=CC=CC=2)[C-]2C=CC=C2)=CC=1.Cl[Pd]Cl.[Fe+2]. (2) The reactants are [CH3:1][C:2]1[S:3][C:4]2[C:9]([N:10]=1)=[CH:8][C:7]([N+:11]([O-])=O)=[CH:6][N:5]=2. The catalyst is Cl. The product is [CH3:1][C:2]1[S:3][C:4]2[C:9]([N:10]=1)=[CH:8][C:7]([NH2:11])=[CH:6][N:5]=2. The yield is 0.400. (3) The reactants are [Si:1]([O:18][CH2:19][CH2:20][CH2:21][C@H:22]([OH:29])[CH2:23][C:24](=[CH2:28])[C:25](=[O:27])[CH3:26])([C:14]([CH3:17])([CH3:16])[CH3:15])([C:8]1[CH:13]=[CH:12][CH:11]=[CH:10][CH:9]=1)[C:2]1[CH:7]=[CH:6][CH:5]=[CH:4][CH:3]=1.[CH3:30][C:31]([Si:34](Cl)([CH3:36])[CH3:35])([CH3:33])[CH3:32].N1C=CN=C1. The catalyst is CN(C=O)C. The product is [Si:34]([O:29][C@@H:22]([CH2:21][CH2:20][CH2:19][O:18][Si:1]([C:14]([CH3:17])([CH3:16])[CH3:15])([C:8]1[CH:13]=[CH:12][CH:11]=[CH:10][CH:9]=1)[C:2]1[CH:3]=[CH:4][CH:5]=[CH:6][CH:7]=1)[CH2:23][C:24](=[CH2:28])[C:25](=[O:27])[CH3:26])([C:31]([CH3:33])([CH3:32])[CH3:30])([CH3:36])[CH3:35]. The yield is 0.560. (4) The reactants are [C:1]1([C:10]2[CH:15]=[CH:14][CH:13]=[CH:12][CH:11]=2)[CH:6]=[CH:5][C:4]([C:7]([OH:9])=O)=[CH:3][CH:2]=1.C(Cl)(=O)C(Cl)=O.[CH3:22][N:23]([CH3:39])[CH:24]1[CH2:28][CH2:27][N:26]([C:29]2[S:30][C:31]3[CH:37]=[C:36]([NH2:38])[CH:35]=[CH:34][C:32]=3[N:33]=2)[CH2:25]1. The catalyst is CN(C=O)C.C(Cl)Cl. The product is [CH3:22][N:23]([CH3:39])[CH:24]1[CH2:28][CH2:27][N:26]([C:29]2[S:30][C:31]3[CH:37]=[C:36]([NH:38][C:7]([C:4]4[CH:3]=[CH:2][C:1]([C:10]5[CH:15]=[CH:14][CH:13]=[CH:12][CH:11]=5)=[CH:6][CH:5]=4)=[O:9])[CH:35]=[CH:34][C:32]=3[N:33]=2)[CH2:25]1. The yield is 0.290. (5) The reactants are [Cl-].[F:2][C:3]1[CH:8]=[CH:7][CH:6]=[CH:5][C:4]=1[CH:9]([NH3+:14])[C:10]([O:12][CH3:13])=[O:11].C([O-])(O)=O.[Na+].[C:20](O[C:20]([O:22][C:23]([CH3:26])([CH3:25])[CH3:24])=[O:21])([O:22][C:23]([CH3:26])([CH3:25])[CH3:24])=[O:21].CCOC(C)=O. The catalyst is CCO.CCCCCC. The product is [C:23]([O:22][C:20]([NH:14][CH:9]([C:4]1[CH:5]=[CH:6][CH:7]=[CH:8][C:3]=1[F:2])[C:10]([O:12][CH3:13])=[O:11])=[O:21])([CH3:26])([CH3:25])[CH3:24]. The yield is 0.895. (6) The reactants are [C:1]([CH:5]1[CH2:13][C:12]2[C:7](=[CH:8][CH:9]=[CH:10][CH:11]=2)[NH:6]1)([CH3:4])([CH3:3])[CH3:2].C(C1NC2C(C=1)=CC=CC=2)(C)(C)C.[N+:27]([O-])([O-:29])=[O:28].[K+].C([O-])([O-])=O.[Na+].[Na+]. The catalyst is OS(O)(=O)=O. The product is [C:1]([CH:5]1[CH2:13][C:12]2[C:7](=[CH:8][C:9]([N+:27]([O-:29])=[O:28])=[CH:10][CH:11]=2)[NH:6]1)([CH3:4])([CH3:2])[CH3:3]. The yield is 0.320. (7) The reactants are [NH2:1][C:2]1[N:10]=[CH:9][N:8]=[C:7]2[C:3]=1[N:4]([C:17]1[CH:22]=[CH:21][C:20]([O:23][C:24]3[CH:29]=[CH:28][CH:27]=[CH:26][CH:25]=3)=[CH:19][CH:18]=1)[C:5](=[O:16])[N:6]2[C@@H:11]1[CH2:15][CH2:14][NH:13][CH2:12]1.Cl.[CH:31]1([N:35]([CH3:42])[CH2:36]/[CH:37]=[CH:38]/[C:39](O)=[O:40])[CH2:34][CH2:33][CH2:32]1.CCN(C(C)C)C(C)C.CN(C(ON1N=NC2C=CC=CC1=2)=[N+](C)C)C.F[P-](F)(F)(F)(F)F. The catalyst is CN(C=O)C. The product is [NH2:1][C:2]1[N:10]=[CH:9][N:8]=[C:7]2[C:3]=1[N:4]([C:17]1[CH:18]=[CH:19][C:20]([O:23][C:24]3[CH:25]=[CH:26][CH:27]=[CH:28][CH:29]=3)=[CH:21][CH:22]=1)[C:5](=[O:16])[N:6]2[C@@H:11]1[CH2:15][CH2:14][N:13]([C:39](=[O:40])/[CH:38]=[CH:37]/[CH2:36][N:35]([CH:31]2[CH2:34][CH2:33][CH2:32]2)[CH3:42])[CH2:12]1. The yield is 0.259.